Task: Predict the reaction yield, written as a fraction of the theoretical maximum amount of product (1.0 means a 100% yield; for example, 0.34 means a 34% yield).. Dataset: Reaction yield outcomes from USPTO patents with 853,638 reactions The reactants are [S:1]1[CH:5]=[CH:4][CH:3]=[C:2]1B(O)O.Br[C:10]1[CH:15]=[CH:14][C:13]([O:16][CH3:17])=[CH:12][CH:11]=1.O.O.O.O.O.O.O.O.O.O.O.O.P([O-])([O-])([O-])=O.[Na+].[Na+].[Na+].CC(O)C.O. The catalyst is [Pd].O.C(Cl)Cl. The product is [CH3:17][O:16][C:13]1[CH:14]=[CH:15][C:10]([C:2]2[S:1][CH:5]=[CH:4][CH:3]=2)=[CH:11][CH:12]=1. The yield is 0.800.